Task: Binary Classification. Given a drug SMILES string, predict its activity (active/inactive) in a high-throughput screening assay against a specified biological target.. Dataset: Choline transporter screen with 302,306 compounds (1) The drug is S(=O)(=O)(N(c1ccc(cc1)C(=O)NCc1occc1)C)C. The result is 0 (inactive). (2) The compound is FC(F)(F)C1(NC(=O)N(C1=O)CCc1cc(OC)c(OC)cc1)NC(=O)CC(C)C. The result is 0 (inactive). (3) The molecule is O=C(N1CCCCC1)c1c2c(n(c1)CC)cccc2. The result is 0 (inactive). (4) The compound is S(=O)(=O)(Nc1c(OC)ccc(OC)c1)c1ccc(NC(=O)C)cc1. The result is 0 (inactive). (5) The molecule is S1C(C(=O)N2C(C(=C(N=C12)C)C(OCCOC)=O)\C=C\c1c(OC)cccc1)CC. The result is 0 (inactive). (6) The drug is Clc1c(nc(S(=O)(=O)Cc2ccccc2)nc1)C(=O)Nc1sc(nn1)C. The result is 1 (active).